Dataset: Reaction yield outcomes from USPTO patents with 853,638 reactions. Task: Predict the reaction yield, written as a fraction of the theoretical maximum amount of product (1.0 means a 100% yield; for example, 0.34 means a 34% yield). (1) The reactants are [Cl:1][C:2]1[CH:21]=[C:20]([Cl:22])[CH:19]=[CH:18][C:3]=1[CH2:4][N:5]1[C:9](/[CH:10]=[CH:11]/[C:12]([O:14][CH2:15][CH3:16])=[O:13])=[CH:8][C:7]([OH:17])=[N:6]1.[O:23]1[CH2:28][CH2:27][CH:26](O)[CH2:25][CH2:24]1.C(P(CCCC)CCCC)CCC.N(C(N1CCCCC1)=O)=NC(N1CCCCC1)=O. The catalyst is O1CCCC1. The product is [Cl:1][C:2]1[CH:21]=[C:20]([Cl:22])[CH:19]=[CH:18][C:3]=1[CH2:4][N:5]1[C:9](/[CH:10]=[CH:11]/[C:12]([O:14][CH2:15][CH3:16])=[O:13])=[CH:8][C:7]([O:17][CH:26]2[CH2:27][CH2:28][O:23][CH2:24][CH2:25]2)=[N:6]1. The yield is 0.790. (2) The catalyst is ClCCl. The product is [Br:59][C:55]1[CH:54]=[C:53]2[C:58]([C:49]([NH:48][C:40]3[CH:39]=[C:38]([C:36]([O:35][CH3:34])=[O:37])[CH:43]=[C:42]([C:44]([O:46][CH3:47])=[O:45])[CH:41]=3)=[C:50]([C:60]([NH:65][CH2:68][C:11]3[CH:12]=[CH:13][CH:14]=[C:15]([C:36]([O:35][CH3:34])=[O:37])[CH:16]=3)=[O:62])[CH:51]=[N:52]2)=[CH:57][CH:56]=1. The yield is 0.708. The reactants are F[P-](F)(F)(F)(F)F.N1(O[P+](N2CCCC2)(N2CCCC2)N2CCCC2)[C:12]2[CH:13]=[CH:14][CH:15]=[CH:16][C:11]=2N=N1.[CH3:34][O:35][C:36]([C:38]1[CH:39]=[C:40]([NH:48][C:49]2[C:58]3[C:53](=[CH:54][C:55]([Br:59])=[CH:56][CH:57]=3)[N:52]=[CH:51][C:50]=2[C:60]([OH:62])=O)[CH:41]=[C:42]([C:44]([O:46][CH3:47])=[O:45])[CH:43]=1)=[O:37].C([N:65]([CH2:68]C)CC)C. (3) The reactants are C(#N)C.[CH3:4][C:5]([C:7]1[CH:16]=[CH:15][C:14]2[C:9](=[CH:10][CH:11]=[CH:12][CH:13]=2)[CH:8]=1)=[O:6].OI(C1C=CC=CC=1)[O:19][S:20]([C:23]1[CH:29]=[CH:28][C:26]([CH3:27])=[CH:25][CH:24]=1)(=[O:22])=[O:21]. The product is [S:20]([O:22][CH2:4][C:5]([C:7]1[CH:16]=[CH:15][C:14]2[C:9](=[CH:10][CH:11]=[CH:12][CH:13]=2)[CH:8]=1)=[O:6])([C:23]1[CH:29]=[CH:28][C:26]([CH3:27])=[CH:25][CH:24]=1)(=[O:21])=[O:19]. The yield is 0.685. The catalyst is C(OCC)(=O)C. (4) The reactants are ClC[CH:3]([OH:16])[CH2:4][N:5]1C(=O)C2C(=CC=CC=2)C1=O.[CH3:17][NH:18][CH:19]1[CH2:24][CH2:23][CH2:22][CH2:21][CH2:20]1.[CH2:25](O)C. No catalyst specified. The product is [NH2:5][CH2:4][CH:3]([OH:16])[CH2:17][N:18]([CH:19]1[CH2:24][CH2:23][CH2:22][CH2:21][CH2:20]1)[CH3:25]. The yield is 0.310. (5) The reactants are [NH:1]1[CH2:5][CH2:4][C:3]2([CH2:10][CH:9]3[CH2:11][CH2:12][N:6]2[CH2:7][CH2:8]3)[C:2]1=O.[H-].[Al+3].[Li+].[H-].[H-].[H-].CCOCC. The catalyst is C1COCC1. The product is [NH:1]1[CH2:5][CH2:4][C:3]2([CH2:10][CH:9]3[CH2:8][CH2:7][N:6]2[CH2:12][CH2:11]3)[CH2:2]1. The yield is 0.900. (6) The reactants are [O:1]=[S:2]([Cl:4])Cl.[OH2:5].[F:6][C:7]1[CH2:8][C:9](=[N+]=[N-])[CH:10]=[C:11]([F:14])[C:12]=1[F:13]. No catalyst specified. The product is [F:6][C:7]1[CH:8]=[C:9]([S:2]([Cl:4])(=[O:1])=[O:5])[CH:10]=[C:11]([F:14])[C:12]=1[F:13]. The yield is 0.830. (7) The reactants are [CH3:1][N:2]([CH2:16][C@H:17]1[CH2:22][CH2:21][C@H:20]([CH2:23][O:24][CH2:25]/[CH:26]=[CH:27]/[CH2:28][NH:29][CH3:30])[CH2:19][CH2:18]1)[S:3]([C:6]1[CH:11]=[CH:10][C:9]([C:12]([F:15])([F:14])[F:13])=[CH:8][CH:7]=1)(=[O:5])=[O:4].Cl[C:32]1[CH:37]=[CH:36][N:35]=[C:34]([CH3:38])[N:33]=1.C(N(C(C)C)C(C)C)C. The catalyst is CN(C)C=O. The product is [CH3:1][N:2]([CH2:16][C@H:17]1[CH2:22][CH2:21][C@H:20]([CH2:23][O:24][CH2:25]/[CH:26]=[CH:27]/[CH2:28][N:29]([CH3:30])[C:32]2[CH:37]=[CH:36][N:35]=[C:34]([CH3:38])[N:33]=2)[CH2:19][CH2:18]1)[S:3]([C:6]1[CH:7]=[CH:8][C:9]([C:12]([F:15])([F:13])[F:14])=[CH:10][CH:11]=1)(=[O:5])=[O:4]. The yield is 0.590.